Task: Predict the product of the given reaction.. Dataset: Forward reaction prediction with 1.9M reactions from USPTO patents (1976-2016) (1) Given the reactants [C:1](Cl)(=[O:10])[O:2][CH2:3][C:4]1[CH:9]=[CH:8][CH:7]=[CH:6][CH:5]=1.[NH:12]1[CH2:17][CH2:16][CH2:15][CH:14]([C:18]([O:20][CH2:21][CH3:22])=[O:19])[CH2:13]1.C([O-])([O-])=O.[K+].[K+].C1COCC1, predict the reaction product. The product is: [N:12]1([C:1]([O:2][CH2:3][C:4]2[CH:9]=[CH:8][CH:7]=[CH:6][CH:5]=2)=[O:10])[CH2:17][CH2:16][CH2:15][CH:14]([C:18]([O:20][CH2:21][CH3:22])=[O:19])[CH2:13]1. (2) Given the reactants Cl[CH2:2][C:3]1[CH:27]=[CH:26][C:6]([O:7][CH2:8][C:9]2[N:10]=[C:11]([N:15]3[CH2:20][CH2:19][CH:18]([C:21]([O:23][CH2:24][CH3:25])=[O:22])[CH2:17][CH2:16]3)[S:12][C:13]=2[CH3:14])=[C:5]([O:28][CH3:29])[CH:4]=1.[OH:30][C:31]1[C:35]([CH:36]=[O:37])=[CH:34][N:33]([C:38]2[CH:43]=[CH:42][CH:41]=[CH:40][CH:39]=2)[N:32]=1.C(=O)([O-])[O-].[K+].[K+].CN(C)C=O, predict the reaction product. The product is: [CH:36]([C:35]1[C:31]([O:30][CH2:2][C:3]2[CH:27]=[CH:26][C:6]([O:7][CH2:8][C:9]3[N:10]=[C:11]([N:15]4[CH2:20][CH2:19][CH:18]([C:21]([O:23][CH2:24][CH3:25])=[O:22])[CH2:17][CH2:16]4)[S:12][C:13]=3[CH3:14])=[C:5]([O:28][CH3:29])[CH:4]=2)=[N:32][N:33]([C:38]2[CH:43]=[CH:42][CH:41]=[CH:40][CH:39]=2)[CH:34]=1)=[O:37]. (3) Given the reactants C(NC(C)C)(C)C.C([Li])CCC.[Cl:13][C:14]1[N:22]=[CH:21][C:20]2[N:19]([S:23]([C:26]3[CH:31]=[CH:30][C:29]([CH3:32])=[CH:28][CH:27]=3)(=[O:25])=[O:24])[C:18]3[N:33]=[CH:34][C:35]([F:37])=[CH:36][C:17]=3[C:16]=2[CH:15]=1.[I:38]I.[Cl-].[NH4+], predict the reaction product. The product is: [Cl:13][C:14]1[N:22]=[CH:21][C:20]2[N:19]([S:23]([C:26]3[CH:31]=[CH:30][C:29]([CH3:32])=[CH:28][CH:27]=3)(=[O:25])=[O:24])[C:18]3[N:33]=[CH:34][C:35]([F:37])=[C:36]([I:38])[C:17]=3[C:16]=2[CH:15]=1. (4) The product is: [Br:1][C:2]1[CH:3]=[CH:4][C:5]([C:8]2[CH:13]=[CH:12][C:11]([C:14](=[O:21])[CH2:15][CH2:16][C:17]([OH:19])=[O:18])=[CH:10][CH:9]=2)=[CH:6][CH:7]=1. Given the reactants [Br:1][C:2]1[CH:7]=[CH:6][C:5]([C:8]2[CH:13]=[CH:12][C:11]([C:14](=[O:21])[CH2:15][CH2:16][C:17]([O:19]C)=[O:18])=[CH:10][CH:9]=2)=[CH:4][CH:3]=1, predict the reaction product. (5) Given the reactants Br[CH2:2]/[C:3](=[C:8](\[CH3:13])/[C:9]([O:11][CH3:12])=[O:10])/[C:4]([O:6][CH3:7])=[O:5].[NH:14]1[CH2:19][CH2:18][CH2:17][CH2:16][CH2:15]1.CCCCCC.C(OCC)(=O)C, predict the reaction product. The product is: [CH3:13]/[C:8](/[C:9]([O:11][CH3:12])=[O:10])=[C:3](\[CH2:2][N:14]1[CH2:19][CH2:18][CH2:17][CH2:16][CH2:15]1)/[C:4]([O:6][CH3:7])=[O:5]. (6) Given the reactants [Br:1][CH2:2][CH2:3][CH2:4][CH2:5][CH2:6][CH2:7][CH2:8][C:9]([OH:11])=[O:10].[CH2:12](O)[CH3:13].CCN=C=NCCCN(C)C, predict the reaction product. The product is: [CH2:12]([O:10][C:9](=[O:11])[CH2:8][CH2:7][CH2:6][CH2:5][CH2:4][CH2:3][CH2:2][Br:1])[CH3:13]. (7) Given the reactants CCN(C(C)C)C(C)C.[Cl:10][C:11]1[CH:12]=[C:13]([CH2:29][C:30]([OH:32])=O)[CH:14]=[C:15]([O:17][C:18]2[CH:23]=[CH:22][C:21]([S:24]([CH3:27])(=[O:26])=[O:25])=[CH:20][C:19]=2[Cl:28])[CH:16]=1.C1CN([P+](ON2N=NC3C=CC=CC2=3)(N2CCCC2)N2CCCC2)CC1.F[P-](F)(F)(F)(F)F.[CH3:66][S:67]([NH2:70])(=[O:69])=[O:68], predict the reaction product. The product is: [Cl:10][C:11]1[CH:12]=[C:13]([CH2:29][C:30]([NH:70][S:67]([CH3:66])(=[O:69])=[O:68])=[O:32])[CH:14]=[C:15]([O:17][C:18]2[CH:23]=[CH:22][C:21]([S:24]([CH3:27])(=[O:26])=[O:25])=[CH:20][C:19]=2[Cl:28])[CH:16]=1. (8) The product is: [CH3:31][O:32][C:33]1[CH:38]=[CH:37][CH:36]=[C:35]2[C:34]=1[NH:39][C:21]([C:22]1[CH:27]=[CH:26][CH:25]=[CH:24][CH:23]=1)=[C:20]2[CH2:19][CH2:18][N:15]1[CH2:16][CH2:17][CH:12]([C:8]2[CH:7]=[C:6]([NH:5][C:3](=[O:4])[CH:2]([CH3:29])[CH3:1])[CH:11]=[CH:10][CH:9]=2)[CH2:13][CH2:14]1. Given the reactants [CH3:1][CH:2]([CH3:29])[C:3]([NH:5][C:6]1[CH:11]=[CH:10][CH:9]=[C:8]([CH:12]2[CH2:17][CH2:16][N:15]([CH2:18][CH2:19][CH2:20][C:21](=O)[C:22]3[CH:27]=[CH:26][CH:25]=[CH:24][CH:23]=3)[CH2:14][CH2:13]2)[CH:7]=1)=[O:4].Cl.[CH3:31][O:32][C:33]1[CH:38]=[CH:37][CH:36]=[CH:35][C:34]=1[NH:39]N, predict the reaction product. (9) Given the reactants [F:1][C:2]1[CH:10]=[C:9]2[C:5]([C:6]([C:12]3[N:17]=[C:16]4[C:18]([C:21]([OH:23])=O)=[CH:19][NH:20][C:15]4=[N:14][CH:13]=3)=[N:7][N:8]2[CH3:11])=[CH:4][CH:3]=1.[NH2:24][C:25]1([CH2:28][OH:29])[CH2:27][CH2:26]1.CN(C(ON1N=NC2C=CC=NC1=2)=[N+](C)C)C.F[P-](F)(F)(F)(F)F.CCN(C(C)C)C(C)C, predict the reaction product. The product is: [F:1][C:2]1[CH:10]=[C:9]2[C:5]([C:6]([C:12]3[N:17]=[C:16]4[C:18]([C:21]([NH:24][C:25]5([CH2:28][OH:29])[CH2:27][CH2:26]5)=[O:23])=[CH:19][NH:20][C:15]4=[N:14][CH:13]=3)=[N:7][N:8]2[CH3:11])=[CH:4][CH:3]=1.